From a dataset of Peptide-MHC class I binding affinity with 185,985 pairs from IEDB/IMGT. Regression. Given a peptide amino acid sequence and an MHC pseudo amino acid sequence, predict their binding affinity value. This is MHC class I binding data. (1) The peptide sequence is RSLRMAKQNSR. The MHC is Mamu-A02 with pseudo-sequence Mamu-A02. The binding affinity (normalized) is 0.316. (2) The peptide sequence is FYPEKSTVI. The binding affinity (normalized) is 0.0847. The MHC is HLA-A26:03 with pseudo-sequence HLA-A26:03.